Task: Predict the reaction yield, written as a fraction of the theoretical maximum amount of product (1.0 means a 100% yield; for example, 0.34 means a 34% yield).. Dataset: Reaction yield outcomes from USPTO patents with 853,638 reactions (1) The reactants are [CH3:1][O:2][C:3]([CH:5]1[CH2:10][CH2:9][O:8][CH2:7][CH2:6]1)=[O:4].[CH:11]([N-]C(C)C)(C)C.[Li+].CI.[Cl-].[NH4+]. The catalyst is O1CCCC1.CCCCCC.CCCCCCC.C(C1C=CC=CC=1)C. The product is [CH3:1][O:2][C:3]([C:5]1([CH3:11])[CH2:10][CH2:9][O:8][CH2:7][CH2:6]1)=[O:4]. The yield is 0.864. (2) The reactants are [O:1]1[CH2:6][CH2:5][C:4](=[O:7])[CH2:3][CH2:2]1.II.Br[CH2:11][C:12]([O:14][CH2:15][CH3:16])=[O:13].S(=O)(=O)(O)O. The catalyst is O1CCCC1.[Zn]. The product is [CH2:15]([O:14][C:12](=[O:13])[CH2:11][C:4]1([OH:7])[CH2:5][CH2:6][O:1][CH2:2][CH2:3]1)[CH3:16]. The yield is 0.690. (3) The catalyst is CN(C=O)C.[Cl-].[Na+].O. The reactants are [OH:1][N:2]=[CH:3][CH:4]1[CH2:9][CH2:8][N:7]([C:10]([O:12][C:13]([CH3:16])([CH3:15])[CH3:14])=[O:11])[CH2:6][CH2:5]1.[Cl:17]N1C(=O)CCC1=O. The product is [Cl:17][C:3](=[N:2][OH:1])[CH:4]1[CH2:9][CH2:8][N:7]([C:10]([O:12][C:13]([CH3:16])([CH3:15])[CH3:14])=[O:11])[CH2:6][CH2:5]1. The yield is 1.00.